From a dataset of TCR-epitope binding with 47,182 pairs between 192 epitopes and 23,139 TCRs. Binary Classification. Given a T-cell receptor sequence (or CDR3 region) and an epitope sequence, predict whether binding occurs between them. (1) The epitope is GPGHKARVL. The TCR CDR3 sequence is CATSRLGITPNSPLHF. Result: 1 (the TCR binds to the epitope). (2) The epitope is FVDGVPFVV. The TCR CDR3 sequence is CASSLSSGQGTGTGELFF. Result: 1 (the TCR binds to the epitope). (3) The epitope is KLGGALQAK. The TCR CDR3 sequence is CAWDGGRGGETQYF. Result: 1 (the TCR binds to the epitope). (4) The epitope is QARQMVQAMRTIGTHP. The TCR CDR3 sequence is CSARDQVRANYGYTF. Result: 1 (the TCR binds to the epitope).